From a dataset of Forward reaction prediction with 1.9M reactions from USPTO patents (1976-2016). Predict the product of the given reaction. (1) Given the reactants [CH3:1][O:2][C:3]1[CH:8]=[CH:7][C:6]([C:9]2[C:14]([CH3:15])=[C:13]([C:16]([F:19])([F:18])[F:17])[N:12]3[N:20]=[CH:21][C:22]([C:23](O)=[O:24])=[C:11]3[N:10]=2)=[CH:5][CH:4]=1.CN(C(ON1N=NC2C=CC=NC1=2)=[N+](C)C)C.F[P-](F)(F)(F)(F)F.CCN(C(C)C)C(C)C.[CH3:59][C@H:60]1[NH:65][CH2:64][CH2:63][N:62]([C@@H:66]([C:68]2[CH:73]=[CH:72][CH:71]=[CH:70][CH:69]=2)[CH3:67])[CH2:61]1, predict the reaction product. The product is: [CH3:1][O:2][C:3]1[CH:8]=[CH:7][C:6]([C:9]2[C:14]([CH3:15])=[C:13]([C:16]([F:19])([F:17])[F:18])[N:12]3[N:20]=[CH:21][C:22]([C:23]([N:65]4[CH2:64][CH2:63][N:62]([C@@H:66]([C:68]5[CH:73]=[CH:72][CH:71]=[CH:70][CH:69]=5)[CH3:67])[CH2:61][C@H:60]4[CH3:59])=[O:24])=[C:11]3[N:10]=2)=[CH:5][CH:4]=1. (2) Given the reactants [Cl-].[C:2]1([O:12][C:13]([C:15]2[N:16]=[C:17]([CH:20]3[CH2:25][CH2:24][NH2+:23][CH2:22][CH2:21]3)[S:18][CH:19]=2)=[O:14])[C:11]2[C:6](=[CH:7][CH:8]=[CH:9][CH:10]=2)[CH:5]=[CH:4][CH:3]=1.[F:26][C:27]([F:42])([F:41])[C:28]1[CH:32]=[C:31]([C:33]([F:36])([F:35])[F:34])[N:30]([CH2:37][C:38](O)=[O:39])[N:29]=1, predict the reaction product. The product is: [F:42][C:27]([F:26])([F:41])[C:28]1[CH:32]=[C:31]([C:33]([F:36])([F:34])[F:35])[N:30]([CH2:37][C:38]([N:23]2[CH2:24][CH2:25][CH:20]([C:17]3[S:18][CH:19]=[C:15]([C:13]([O:12][C:2]4[C:11]5[C:6](=[CH:7][CH:8]=[CH:9][CH:10]=5)[CH:5]=[CH:4][CH:3]=4)=[O:14])[N:16]=3)[CH2:21][CH2:22]2)=[O:39])[N:29]=1. (3) Given the reactants [Br:1][C:2]1[CH:7]=[CH:6][C:5]([C:8]2[CH2:9][CH2:10][CH:11]([CH2:14][CH2:15][CH3:16])[CH2:12][CH:13]=2)=[C:4]([F:17])[CH:3]=1.C1(C)C=CC=CC=1, predict the reaction product. The product is: [Br:1][C:2]1[CH:7]=[CH:6][C:5]([CH:8]2[CH2:13][CH2:12][CH:11]([CH2:14][CH2:15][CH3:16])[CH2:10][CH2:9]2)=[C:4]([F:17])[CH:3]=1. (4) Given the reactants [CH3:1][CH:2]([CH3:41])[C@H:3]([NH:36][C:37](=[O:40])[O:38][CH3:39])[C:4](=[O:35])[N:5]1[CH:9]([C:10]2[NH:11][C:12]([C:15]3[CH:20]=[CH:19][C:18](B4OC(C)(C)C(C)(C)O4)=[CH:17][CH:16]=3)=[CH:13][N:14]=2)[CH2:8][C:7]2([CH2:34][CH2:33][O:32][CH2:31][CH2:30]2)[CH2:6]1.Br[C:43]1[CH:48]=[CH:47][C:46]([C:49]2[NH:53][C:52]([C@H:54]3[N:59]4[C:60](=[O:71])[C@@H:61]([NH:66][C:67](=[O:70])[O:68][CH3:69])[CH2:62][CH2:63][C:64](=[O:65])[N:58]4[CH2:57][CH2:56][CH2:55]3)=[N:51][CH:50]=2)=[CH:45][CH:44]=1.C(=O)(O)[O-].[Na+], predict the reaction product. The product is: [CH3:69][O:68][C:67](=[O:70])[NH:66][C@H:61]1[CH2:62][CH2:63][C:64](=[O:65])[N:58]2[CH2:57][CH2:56][CH2:55][C@@H:54]([C:52]3[NH:53][C:49]([C:46]4[CH:45]=[CH:44][C:43]([C:18]5[CH:17]=[CH:16][C:15]([C:12]6[NH:11][C:10]([CH:9]7[CH2:8][C:7]8([CH2:34][CH2:33][O:32][CH2:31][CH2:30]8)[CH2:6][N:5]7[C:4](=[O:35])[C@@H:3]([NH:36][C:37]([O:38][CH3:39])=[O:40])[CH:2]([CH3:1])[CH3:41])=[N:14][CH:13]=6)=[CH:20][CH:19]=5)=[CH:48][CH:47]=4)=[CH:50][N:51]=3)[N:59]2[C:60]1=[O:71]. (5) Given the reactants [NH2:1][C:2]1[N:7]=[CH:6][C:5]([C:8]2[CH:9]=[CH:10][C:11]([N:14]3[CH2:19][CH2:18][N:17]([C:20]([O:22][C:23]([CH3:26])([CH3:25])[CH3:24])=[O:21])[CH2:16][CH2:15]3)=[N:12][CH:13]=2)=[CH:4][N:3]=1.Cl[CH:28]([C:31]1([C:34]2[CH:35]=[C:36]3[C:41](=[CH:42][CH:43]=2)[N:40]=[CH:39][CH:38]=[CH:37]3)[CH2:33][CH2:32]1)[CH:29]=O, predict the reaction product. The product is: [N:40]1[C:41]2[C:36](=[CH:35][C:34]([C:31]3([C:28]4[N:7]5[CH:6]=[C:5]([C:8]6[CH:9]=[CH:10][C:11]([N:14]7[CH2:15][CH2:16][N:17]([C:20]([O:22][C:23]([CH3:26])([CH3:25])[CH3:24])=[O:21])[CH2:18][CH2:19]7)=[N:12][CH:13]=6)[CH:4]=[N:3][C:2]5=[N:1][CH:29]=4)[CH2:33][CH2:32]3)=[CH:43][CH:42]=2)[CH:37]=[CH:38][CH:39]=1. (6) Given the reactants Cl[C:2]1[C:11]2[CH2:10][CH2:9][CH2:8][CH2:7][C:6]=2[N:5]=[C:4]([O:12][CH2:13][C:14]2[CH:19]=[CH:18][CH:17]=[CH:16][N:15]=2)[CH:3]=1.[N:20]1[CH:25]=[CH:24][CH:23]=[C:22](B(O)O)[CH:21]=1.COC1C=CC=C(OC)C=1C1C=CC=CC=1P(C1CCCCC1)C1CCCCC1.P([O-])([O-])([O-])=O.[K+].[K+].[K+], predict the reaction product. The product is: [N:20]1[CH:25]=[CH:24][CH:23]=[C:22]([C:2]2[C:11]3[CH2:10][CH2:9][CH2:8][CH2:7][C:6]=3[N:5]=[C:4]([O:12][CH2:13][C:14]3[CH:19]=[CH:18][CH:17]=[CH:16][N:15]=3)[CH:3]=2)[CH:21]=1.